From a dataset of Full USPTO retrosynthesis dataset with 1.9M reactions from patents (1976-2016). Predict the reactants needed to synthesize the given product. (1) Given the product [NH2:2][CH:3]([CH2:7][N:8]([CH3:10])[CH3:9])[C:4]([O:6][CH3:11])=[O:5], predict the reactants needed to synthesize it. The reactants are: Cl.[NH2:2][CH:3]([CH2:7][N:8]([CH3:10])[CH3:9])[C:4]([OH:6])=[O:5].[CH3:11]O. (2) The reactants are: O[CH:2]([C:30]1[CH:35]=[CH:34][CH:33]=[CH:32][CH:31]=1)[C:3]1[C:12]2[C:11](=[O:13])[N:10]([CH2:14][CH2:15][CH2:16][O:17][CH:18]3CCCC[O:19]3)[C:9](=[O:24])[N:8]([CH3:25])[C:7]=2[N:6]=[CH:5][C:4]=1[O:26][CH:27]([CH3:29])[CH3:28]. Given the product [CH:18]([O:17][CH2:16][CH2:15][CH2:14][N:10]1[C:11](=[O:13])[C:12]2[C:3]([CH2:2][C:30]3[CH:35]=[CH:34][CH:33]=[CH:32][CH:31]=3)=[C:4]([O:26][CH:27]([CH3:28])[CH3:29])[CH:5]=[N:6][C:7]=2[N:8]([CH3:25])[C:9]1=[O:24])=[O:19], predict the reactants needed to synthesize it. (3) Given the product [CH2:25]([N:32]([CH2:33][CH3:34])[C:16](=[O:18])[CH2:15][O:14][C:13]1[CH:12]=[CH:11][C:10]([CH2:9][CH2:8][O:7][C:6]2[CH:21]=[CH:22][CH:23]=[CH:24][C:5]=2[C:3]([O:2][CH3:1])=[O:4])=[CH:20][CH:19]=1)[C:26]1[CH:31]=[CH:30][CH:29]=[CH:28][CH:27]=1, predict the reactants needed to synthesize it. The reactants are: [CH3:1][O:2][C:3]([C:5]1[CH:24]=[CH:23][CH:22]=[CH:21][C:6]=1[O:7][CH2:8][CH2:9][C:10]1[CH:20]=[CH:19][C:13]([O:14][CH2:15][C:16]([OH:18])=O)=[CH:12][CH:11]=1)=[O:4].[CH2:25]([NH:32][CH2:33][CH3:34])[C:26]1[CH:31]=[CH:30][CH:29]=[CH:28][CH:27]=1.F[B-](F)(F)F.N1(OC(N(C)C)=[N+](C)C)C2C=CC=CC=2N=N1.C(N(C(C)C)C(C)C)C. (4) Given the product [C:1]([O:5][C:6]([N:8]1[CH2:12][C:11](=[O:13])[CH2:10][CH:9]1[CH2:14][CH2:15][NH:16][C:17]([O:19][CH2:20][C:21]1[CH:22]=[CH:23][CH:24]=[CH:25][CH:26]=1)=[O:18])=[O:7])([CH3:4])([CH3:2])[CH3:3], predict the reactants needed to synthesize it. The reactants are: [C:1]([O:5][C:6]([N:8]1[CH2:12][CH:11]([OH:13])[CH2:10][CH:9]1[CH2:14][CH2:15][NH:16][C:17]([O:19][CH2:20][C:21]1[CH:26]=[CH:25][CH:24]=[CH:23][CH:22]=1)=[O:18])=[O:7])([CH3:4])([CH3:3])[CH3:2]. (5) Given the product [ClH:1].[OH:33][C:28]1[NH:29][C:30]2[C:26]([C:27]=1[C:2]1[CH:3]=[CH:4][C:5]([S:8]([N:11]3[CH2:16][CH2:15][O:14][CH2:13][CH2:12]3)(=[O:10])=[O:9])=[CH:6][N:7]=1)=[CH:25][C:24]([C:22]([NH:21][CH2:20][CH2:19][O:18][CH3:17])=[O:23])=[CH:32][CH:31]=2, predict the reactants needed to synthesize it. The reactants are: [Cl:1][C:2]1[N:7]=[CH:6][C:5]([S:8]([N:11]2[CH2:16][CH2:15][O:14][CH2:13][CH2:12]2)(=[O:10])=[O:9])=[CH:4][CH:3]=1.[CH3:17][O:18][CH2:19][CH2:20][NH:21][C:22]([C:24]1[CH:25]=[C:26]2[C:30](=[CH:31][CH:32]=1)[NH:29][C:28](=[O:33])[CH2:27]2)=[O:23].